From a dataset of Forward reaction prediction with 1.9M reactions from USPTO patents (1976-2016). Predict the product of the given reaction. (1) Given the reactants [C:1]1([C:7]([NH2:9])=O)[CH:6]=[CH:5][CH:4]=[CH:3][CH:2]=1.C1([C:13]2[N:17](C)[C:16]([CH:19]=[O:20])=[CH:15]N=2)CC1, predict the reaction product. The product is: [CH3:13][N:17]1[C:16]([CH:19]=[O:20])=[CH:15][N:9]=[C:7]1[C:1]1[CH:6]=[CH:5][CH:4]=[CH:3][CH:2]=1. (2) The product is: [C:1](=[O:36])([O:29][CH:30]1[CH2:31][CH2:32][O:33][CH2:34][CH2:35]1)[O:2][CH:3]([N:5]1[C:9]2[CH:10]=[CH:11][CH:12]=[CH:13][C:8]=2[N:7]=[C:6]1[S:14]([CH2:15][C:16]1[C:21]([CH3:22])=[C:20]([O:23][CH2:24][C:25]([F:27])([F:28])[F:26])[CH:19]=[CH:18][N:17]=1)=[O:42])[CH3:4]. Given the reactants [C:1](=[O:36])([O:29][CH:30]1[CH2:35][CH2:34][O:33][CH2:32][CH2:31]1)[O:2][CH:3]([N:5]1[C:9]2[CH:10]=[CH:11][CH:12]=[CH:13][C:8]=2[N:7]=[C:6]1[S:14][CH2:15][C:16]1[C:21]([CH3:22])=[C:20]([O:23][CH2:24][C:25]([F:28])([F:27])[F:26])[CH:19]=[CH:18][N:17]=1)[CH3:4].ClC1C=C(C=CC=1)C(OO)=[O:42], predict the reaction product.